The task is: Predict the product of the given reaction.. This data is from Forward reaction prediction with 1.9M reactions from USPTO patents (1976-2016). (1) Given the reactants [CH3:1][O:2][CH2:3][CH2:4][O:5][C:6]1[C:19]2[C:10](=[C:11]3[C:16](=[CH:17][CH:18]=2)[CH:15]=[CH:14][CH:13]=[N:12]3)[N:9]=[C:8]([CH3:20])[CH:7]=1.[O:21]1CCOCC1, predict the reaction product. The product is: [CH3:1][O:2][CH2:3][CH2:4][O:5][C:6]1[C:19]2[C:10](=[C:11]3[C:16](=[CH:17][CH:18]=2)[CH:15]=[CH:14][CH:13]=[N:12]3)[N:9]=[C:8]([CH:20]=[O:21])[CH:7]=1. (2) The product is: [NH2:28][C:26]1[CH:25]=[C:24]([Cl:31])[C:3]([O:4][C:5]2[CH:6]=[CH:7][C:8]([OH:23])=[C:9]([CH:22]=2)[C:10]([NH:12][CH2:13][CH2:14][CH2:15][CH2:16][CH2:17][CH2:18][CH2:19][CH2:20][CH3:21])=[O:11])=[C:2]([Cl:1])[CH:27]=1. Given the reactants [Cl:1][C:2]1[CH:27]=[C:26]([N+:28]([O-])=O)[CH:25]=[C:24]([Cl:31])[C:3]=1[O:4][C:5]1[CH:6]=[CH:7][C:8]([OH:23])=[C:9]([CH:22]=1)[C:10]([NH:12][CH2:13][CH2:14][CH2:15][CH2:16][CH2:17][CH2:18][CH2:19][CH2:20][CH3:21])=[O:11], predict the reaction product. (3) Given the reactants [N:1]1[CH:6]=[C:5]([CH:7]2[CH2:12][CH2:11][CH2:10][N:8]2[CH3:9])[CH:4]=[CH:3][CH:2]=1.[CH2:13]([OH:29])[CH2:14][CH2:15][CH2:16][CH2:17][CH2:18][CH2:19][CH2:20][CH2:21][CH2:22][CH2:23][CH2:24][CH2:25][CH2:26][CH2:27][CH3:28], predict the reaction product. The product is: [N:1]1[CH:6]=[C:5]([CH:7]2[CH2:12][CH2:11][CH2:10][N:8]2[CH3:9])[CH:4]=[CH:3][CH:2]=1.[CH2:13]([OH:29])[CH2:14][CH2:15][CH2:16][CH2:17][CH2:18][CH2:19][CH2:20][CH2:21][CH2:22][CH2:23][CH2:24][CH2:25][CH2:26][CH2:27][CH3:28]. (4) Given the reactants C12N(C3C=NC4C(=CC=CC=4)N=3)CC1CCNC2.[CH:19]12[CH2:25][NH:24][CH:23]1[CH2:22][N:21]([C:26]([C:28]1[CH:33]=[CH:32][CH:31]=[CH:30][C:29]=1[O:34][CH3:35])=[O:27])[CH2:20]2.Cl[C:37]1[N:42]=[C:41]([C:43]2[CH:48]=[CH:47][CH:46]=[CH:45][CH:44]=2)[CH:40]=[CH:39][N:38]=1, predict the reaction product. The product is: [CH3:35][O:34][C:29]1[CH:30]=[CH:31][CH:32]=[CH:33][C:28]=1[C:26]([N:21]1[CH2:22][CH:23]2[CH:19]([CH2:25][N:24]2[C:37]2[N:42]=[C:41]([C:43]3[CH:48]=[CH:47][CH:46]=[CH:45][CH:44]=3)[CH:40]=[CH:39][N:38]=2)[CH2:20]1)=[O:27]. (5) Given the reactants F[B-](F)(F)F.[C:6]([O:10][C:11]([N:13]1[CH2:18][CH2:17][NH:16][C:15](=[O:19])[CH:14]1[C:20]1[O:24][N:23]=[C:22]([C:25]2[CH:30]=[CH:29][CH:28]=[C:27]([Cl:31])[CH:26]=2)[N:21]=1)=[O:12])([CH3:9])([CH3:8])[CH3:7].Cl[CH2:33]Cl, predict the reaction product. The product is: [C:6]([O:10][C:11]([N:13]1[CH:14]([C:20]2[O:24][N:23]=[C:22]([C:25]3[CH:30]=[CH:29][CH:28]=[C:27]([Cl:31])[CH:26]=3)[N:21]=2)[C:15]([O:19][CH3:33])=[N:16][CH2:17][CH2:18]1)=[O:12])([CH3:9])([CH3:7])[CH3:8]. (6) Given the reactants [CH3:1][O:2][C:3]([C:5]1[CH:10]=[CH:9][C:8]([C:11]2[C:12]([CH3:49])([CH3:48])[C@H:13]3[C@:26]([CH3:29])([CH2:27][CH:28]=2)[C@@H:25]2[C@:16]([CH3:47])([C@@:17]4([CH3:46])[C@H:22]([CH2:23][CH2:24]2)[C@H:21]2[C@H:30]([C:33]([CH3:35])=[CH2:34])[CH2:31][CH2:32][C@:20]2([C:36]([O:38]CC2C=CC=CC=2)=[O:37])[CH2:19][CH2:18]4)[CH2:15][CH2:14]3)=[CH:7][CH:6]=1)=[O:4], predict the reaction product. The product is: [CH:33]([C@H:30]1[C@@H:21]2[C@@H:22]3[C@@:17]([CH3:46])([CH2:18][CH2:19][C@@:20]2([C:36]([OH:38])=[O:37])[CH2:32][CH2:31]1)[C@@:16]1([CH3:47])[C@@H:25]([C@:26]2([CH3:29])[C@@H:13]([CH2:14][CH2:15]1)[C:12]([CH3:49])([CH3:48])[C@@H:11]([C:8]1[CH:7]=[CH:6][C:5]([C:3]([O:2][CH3:1])=[O:4])=[CH:10][CH:9]=1)[CH2:28][CH2:27]2)[CH2:24][CH2:23]3)([CH3:35])[CH3:34]. (7) Given the reactants [C:1]([O:5][C:6](=[O:33])[NH:7][CH:8]1[CH2:13][CH2:12][CH:11]([NH:14][C:15]2[N:20]=[C:19]3[NH:21][N:22]=[C:23]([C:24]4[CH:29]=[CH:28][N:27]=[C:26](S(C)=O)[N:25]=4)[C:18]3=[CH:17][N:16]=2)[CH2:10][CH2:9]1)([CH3:4])([CH3:3])[CH3:2].[C:34]([O:38][C:39](=[O:51])[NH:40][CH2:41][CH:42]([NH2:50])[C:43]1[CH:48]=[CH:47][CH:46]=[C:45]([Cl:49])[CH:44]=1)([CH3:37])([CH3:36])[CH3:35], predict the reaction product. The product is: [C:1]([O:5][C:6](=[O:33])[NH:7][CH:8]1[CH2:13][CH2:12][CH:11]([NH:14][C:15]2[N:20]=[C:19]3[NH:21][N:22]=[C:23]([C:24]4[CH:29]=[CH:28][N:27]=[C:26]([NH:50][CH:42]([C:43]5[CH:48]=[CH:47][CH:46]=[C:45]([Cl:49])[CH:44]=5)[CH2:41][NH:40][C:39]([O:38][C:34]([CH3:37])([CH3:36])[CH3:35])=[O:51])[N:25]=4)[C:18]3=[CH:17][N:16]=2)[CH2:10][CH2:9]1)([CH3:4])([CH3:3])[CH3:2]. (8) Given the reactants [C:1]([NH:9][C:10]1[C:18]2[C:13](=[N:14][CH:15]=[C:16]([C:36]3[CH:41]=[CH:40][CH:39]=[CH:38][CH:37]=3)[C:17]=2[N:19]2[CH2:24][CH2:23][N:22]([C:25](=[O:35])[CH2:26][NH:27]C(=O)OC(C)(C)C)[CH2:21][CH2:20]2)[NH:12][CH:11]=1)(=[O:8])[C:2]1[CH:7]=[CH:6][CH:5]=[N:4][CH:3]=1.C(O)(C(F)(F)F)=O, predict the reaction product. The product is: [NH2:27][CH2:26][C:25]([N:22]1[CH2:21][CH2:20][N:19]([C:17]2[C:16]([C:36]3[CH:37]=[CH:38][CH:39]=[CH:40][CH:41]=3)=[CH:15][N:14]=[C:13]3[NH:12][CH:11]=[C:10]([NH:9][C:1](=[O:8])[C:2]4[CH:7]=[CH:6][CH:5]=[N:4][CH:3]=4)[C:18]=23)[CH2:24][CH2:23]1)=[O:35]. (9) Given the reactants Cl.Cl[CH2:3][N:4]1[CH:8]=[CH:7][C:6]([CH:9]=[O:10])=[N:5]1.[F:11][C:12]([F:21])([F:20])[CH2:13][CH2:14][CH:15]([C:18]#[N:19])[C:16]#[N:17].C(=O)([O-])[O-].[K+].[K+].O, predict the reaction product. The product is: [CH:9]([C:6]1[CH:7]=[CH:8][N:4]([CH2:3][C:15]([CH2:14][CH2:13][C:12]([F:11])([F:20])[F:21])([C:16]#[N:17])[C:18]#[N:19])[N:5]=1)=[O:10]. (10) Given the reactants [N:1]1[CH:6]=[CH:5][CH:4]=[C:3]([C:7]2[N:16]=[C:15]([C:17]([OH:19])=O)[C:14]3[C:9](=[CH:10][CH:11]=[CH:12][CH:13]=3)[N:8]=2)[CH:2]=1.Cl.[OH:21][C:22]1[C:31]([O:32][CH3:33])=[CH:30][CH:29]=[C:28]2[C:23]=1[CH2:24][CH2:25][NH:26][CH2:27]2, predict the reaction product. The product is: [N:1]1[CH:6]=[CH:5][CH:4]=[C:3]([C:7]2[N:16]=[C:15]([C:17]([N:26]3[CH2:25][CH2:24][C:23]4[C:28](=[CH:29][CH:30]=[C:31]([O:32][CH3:33])[C:22]=4[OH:21])[CH2:27]3)=[O:19])[C:14]3[C:9](=[CH:10][CH:11]=[CH:12][CH:13]=3)[N:8]=2)[CH:2]=1.